This data is from Full USPTO retrosynthesis dataset with 1.9M reactions from patents (1976-2016). The task is: Predict the reactants needed to synthesize the given product. (1) Given the product [F:42][C:41]([F:44])([F:43])[C:39]([OH:45])=[O:40].[Br:24][C:22]1[CH:23]=[C:18]([S:15]([C:13]2[CH:14]=[C:10]([C:8]([NH2:7])=[NH:9])[S:11][C:12]=2[S:26][CH3:27])(=[O:17])=[O:16])[CH:19]=[N:20][C:21]=1[NH:29][CH2:30][C:31]([CH3:35])([CH3:34])[CH2:32][OH:33], predict the reactants needed to synthesize it. The reactants are: C(OC(=O)[NH:7][C:8]([C:10]1[S:11][C:12]([S:26][CH3:27])=[C:13]([S:15]([C:18]2[CH:19]=[N:20][C:21](Cl)=[C:22]([Br:24])[CH:23]=2)(=[O:17])=[O:16])[CH:14]=1)=[NH:9])(C)(C)C.[NH2:29][CH2:30][C:31]([CH3:35])([CH3:34])[CH2:32][OH:33].C(Cl)Cl.[C:39]([OH:45])([C:41]([F:44])([F:43])[F:42])=[O:40]. (2) The reactants are: C([Li])CCC.[Cl:6][C:7]1[C:8]2[N:9]([C:13]([CH3:16])=[N:14][CH:15]=2)[CH:10]=[CH:11][N:12]=1.[C:17](=[O:19])=[O:18].CO. Given the product [Cl:6][C:7]1[C:8]2[N:9]([C:13]([CH3:16])=[N:14][CH:15]=2)[C:10]([C:17]([OH:19])=[O:18])=[CH:11][N:12]=1, predict the reactants needed to synthesize it. (3) Given the product [C:1]([O:5][C:6]([N:8]1[CH2:14][CH2:13][C:12]2[C:15]([Cl:38])=[C:16]([NH:19][S:28]([C:25]3[CH:26]=[CH:27][C:22]([Br:21])=[CH:23][C:24]=3[O:32][C:33]([F:34])([F:35])[F:36])(=[O:30])=[O:29])[CH:17]=[CH:18][C:11]=2[CH2:10][CH2:9]1)=[O:7])([CH3:4])([CH3:3])[CH3:2], predict the reactants needed to synthesize it. The reactants are: [C:1]([O:5][C:6]([N:8]1[CH2:14][CH2:13][C:12]2[CH:15]=[C:16]([NH2:19])[CH:17]=[CH:18][C:11]=2[CH:10](Cl)[CH2:9]1)=[O:7])([CH3:4])([CH3:3])[CH3:2].[Br:21][C:22]1[CH:27]=[CH:26][C:25]([S:28](Cl)(=[O:30])=[O:29])=[C:24]([O:32][C:33]([F:36])([F:35])[F:34])[CH:23]=1.O.[Cl:38]CCl.